From a dataset of TCR-epitope binding with 47,182 pairs between 192 epitopes and 23,139 TCRs. Binary Classification. Given a T-cell receptor sequence (or CDR3 region) and an epitope sequence, predict whether binding occurs between them. (1) The epitope is RLRPGGKKR. The TCR CDR3 sequence is CASSQGWGADTQYF. Result: 1 (the TCR binds to the epitope). (2) The epitope is MPASWVMRI. The TCR CDR3 sequence is CSVEGTSAYEQYF. Result: 0 (the TCR does not bind to the epitope). (3) The epitope is YLNTLTLAV. The TCR CDR3 sequence is CASSSLSPRKDREYSNQPQHF. Result: 0 (the TCR does not bind to the epitope). (4) The epitope is YFPLQSYGF. The TCR CDR3 sequence is CSARIGVGNGYTF. Result: 0 (the TCR does not bind to the epitope). (5) The epitope is AMFWSVPTV. The TCR CDR3 sequence is CASSYSIGTDPNYGYTF. Result: 0 (the TCR does not bind to the epitope). (6) The epitope is FLYNLLTRV. The TCR CDR3 sequence is CASSLVFGTAGGQQFF. Result: 0 (the TCR does not bind to the epitope).